Dataset: Peptide-MHC class I binding affinity with 185,985 pairs from IEDB/IMGT. Task: Regression. Given a peptide amino acid sequence and an MHC pseudo amino acid sequence, predict their binding affinity value. This is MHC class I binding data. (1) The peptide sequence is NHINVEISL. The MHC is Mamu-A07 with pseudo-sequence Mamu-A07. The binding affinity (normalized) is 0.852. (2) The peptide sequence is ELIRRVRRY. The MHC is HLA-A33:01 with pseudo-sequence HLA-A33:01. The binding affinity (normalized) is 0.0176. (3) The peptide sequence is KQIGGTLFE. The MHC is HLA-A11:01 with pseudo-sequence HLA-A11:01. The binding affinity (normalized) is 0.213. (4) The peptide sequence is DSSLLNNQ. The MHC is H-2-Kb with pseudo-sequence H-2-Kb. The binding affinity (normalized) is 0. (5) The peptide sequence is NIMEFCKAY. The MHC is HLA-B48:01 with pseudo-sequence HLA-B48:01. The binding affinity (normalized) is 0.0847. (6) The peptide sequence is FLPWHRLFL. The MHC is HLA-A02:01 with pseudo-sequence HLA-A02:01. The binding affinity (normalized) is 0.564. (7) The peptide sequence is AVLLHEESM. The MHC is HLA-B45:01 with pseudo-sequence HLA-B45:01. The binding affinity (normalized) is 0. (8) The MHC is HLA-B07:02 with pseudo-sequence HLA-B07:02. The peptide sequence is TRKIRSEEL. The binding affinity (normalized) is 0.0847. (9) The peptide sequence is VSTAPTGSW. The MHC is HLA-B08:01 with pseudo-sequence HLA-B08:01. The binding affinity (normalized) is 0.213. (10) The peptide sequence is VVQPENLEY. The MHC is HLA-A30:02 with pseudo-sequence HLA-A30:02. The binding affinity (normalized) is 0.295.